This data is from Full USPTO retrosynthesis dataset with 1.9M reactions from patents (1976-2016). The task is: Predict the reactants needed to synthesize the given product. (1) Given the product [CH3:1][C:2]1[CH:7]=[C:6]([C:8]2[CH:9]=[C:10]([OH:26])[CH:11]=[C:12]([N+:14]([O-:16])=[O:15])[CH:13]=2)[CH:5]=[CH:4][N:3]=1, predict the reactants needed to synthesize it. The reactants are: [CH3:1][C:2]1[CH:7]=[C:6]([C:8]2[CH:9]=[C:10](N)[CH:11]=[C:12]([N+:14]([O-:16])=[O:15])[CH:13]=2)[CH:5]=[CH:4][N:3]=1.B(Br)(Br)Br.C(Cl)Cl.C([O-])(O)=[O:26].[Na+]. (2) Given the product [CH2:1]([O:3][C:4](=[O:29])[CH2:5][C:6]1[CH:11]=[CH:10][C:9]([O:12][CH3:13])=[C:8]([O:14][C:15]2[CH:20]=[CH:19][C:18]([NH:21][C:30](=[O:34])[CH:31]([CH3:33])[CH3:32])=[CH:17][C:16]=2[CH2:22][N:23]2[CH2:27][CH2:26][O:25][C:24]2=[O:28])[CH:7]=1)[CH3:2], predict the reactants needed to synthesize it. The reactants are: [CH2:1]([O:3][C:4](=[O:29])[CH2:5][C:6]1[CH:11]=[CH:10][C:9]([O:12][CH3:13])=[C:8]([O:14][C:15]2[CH:20]=[CH:19][C:18]([NH2:21])=[CH:17][C:16]=2[CH2:22][N:23]2[CH2:27][CH2:26][O:25][C:24]2=[O:28])[CH:7]=1)[CH3:2].[C:30](Cl)(=[O:34])[CH:31]([CH3:33])[CH3:32].